Dataset: Catalyst prediction with 721,799 reactions and 888 catalyst types from USPTO. Task: Predict which catalyst facilitates the given reaction. Reactant: Cl.[CH3:2][O:3][NH:4][CH3:5].[C:6]([O:10][C:11]([C:13]1[CH:18]=[CH:17][C:16]([CH2:19][C:20]([OH:22])=O)=[CH:15][CH:14]=1)=[O:12])([CH3:9])([CH3:8])[CH3:7].Cl.C(N=C=NCCCN(C)C)C.ON1C2C=CC=CC=2N=N1. Product: [CH3:2][O:3][N:4]([CH3:5])[C:20](=[O:22])[CH2:19][C:16]1[CH:15]=[CH:14][C:13]([C:11]([O:10][C:6]([CH3:7])([CH3:8])[CH3:9])=[O:12])=[CH:18][CH:17]=1. The catalyst class is: 842.